From a dataset of Forward reaction prediction with 1.9M reactions from USPTO patents (1976-2016). Predict the product of the given reaction. (1) The product is: [Br:22][C:11]1[C:6]([NH:5][C:3](=[O:4])[C:2]([CH3:15])([CH3:14])[CH3:1])=[N:7][C:8]([O:12][CH3:13])=[CH:9][CH:10]=1. Given the reactants [CH3:1][C:2]([CH3:15])([CH3:14])[C:3]([NH:5][C:6]1[CH:11]=[CH:10][CH:9]=[C:8]([O:12][CH3:13])[N:7]=1)=[O:4].O.C([Li])CCC.[Br:22]CCBr, predict the reaction product. (2) Given the reactants Cl.Cl.[C:3]([C:7]1[CH:12]=[CH:11][CH:10]=[CH:9][C:8]=1[N:13]1[CH2:18][CH2:17][NH:16][CH2:15][CH2:14]1)([CH3:6])([CH3:5])[CH3:4].C(N(CC)CC)C.[Cl-].C[O:28][C:29](=[O:39])[C:30]1[CH:38]=[CH:37][C:33]([C:34](O)=[O:35])=[CH:32][CH:31]=1.C(=O)([O-])O.[Na+], predict the reaction product. The product is: [C:3]([C:7]1[CH:12]=[CH:11][CH:10]=[CH:9][C:8]=1[N:13]1[CH2:18][CH2:17][N:16]([C:34]([C:33]2[CH:37]=[CH:38][C:30]([C:29]([OH:39])=[O:28])=[CH:31][CH:32]=2)=[O:35])[CH2:15][CH2:14]1)([CH3:6])([CH3:4])[CH3:5].